Dataset: Peptide-MHC class II binding affinity with 134,281 pairs from IEDB. Task: Regression. Given a peptide amino acid sequence and an MHC pseudo amino acid sequence, predict their binding affinity value. This is MHC class II binding data. (1) The peptide sequence is HGRQIRMARLLGRDPE. The MHC is DRB1_1301 with pseudo-sequence DRB1_1301. The binding affinity (normalized) is 0.668. (2) The peptide sequence is QGQMVHQAISPRTLN. The MHC is H-2-IAb with pseudo-sequence H-2-IAb. The binding affinity (normalized) is 0.535. (3) The peptide sequence is ISSQYYIQQNGNLCY. The MHC is DRB1_0101 with pseudo-sequence DRB1_0101. The binding affinity (normalized) is 0.651.